This data is from Full USPTO retrosynthesis dataset with 1.9M reactions from patents (1976-2016). The task is: Predict the reactants needed to synthesize the given product. Given the product [O:22]1[CH2:23][CH2:24][N:19]([S:16]([C:13]2[S:12][C:11]([C:9]3[CH:8]=[CH:7][N:6]=[C:5]([NH:25][CH2:26][CH2:27][N:28]4[CH2:32][CH2:31][NH:30][C:29]4=[O:33])[N:10]=3)=[CH:15][CH:14]=2)(=[O:18])=[O:17])[CH2:20][CH2:21]1, predict the reactants needed to synthesize it. The reactants are: CS([C:5]1[N:10]=[C:9]([C:11]2[S:12][C:13]([S:16]([N:19]3[CH2:24][CH2:23][O:22][CH2:21][CH2:20]3)(=[O:18])=[O:17])=[CH:14][CH:15]=2)[CH:8]=[CH:7][N:6]=1)(=O)=O.[NH2:25][CH2:26][CH2:27][N:28]1[CH2:32][CH2:31][NH:30][C:29]1=[O:33].C(N(CC)CC)C.